Dataset: NCI-60 drug combinations with 297,098 pairs across 59 cell lines. Task: Regression. Given two drug SMILES strings and cell line genomic features, predict the synergy score measuring deviation from expected non-interaction effect. (1) Drug 1: C1=CN(C=N1)CC(O)(P(=O)(O)O)P(=O)(O)O. Drug 2: CN1C2=C(C=C(C=C2)N(CCCl)CCCl)N=C1CCCC(=O)O.Cl. Cell line: U251. Synergy scores: CSS=3.63, Synergy_ZIP=-0.343, Synergy_Bliss=1.04, Synergy_Loewe=-0.199, Synergy_HSA=-1.40. (2) Drug 1: COC1=C(C=C2C(=C1)N=CN=C2NC3=CC(=C(C=C3)F)Cl)OCCCN4CCOCC4. Drug 2: COC1=NC(=NC2=C1N=CN2C3C(C(C(O3)CO)O)O)N. Cell line: HS 578T. Synergy scores: CSS=8.02, Synergy_ZIP=5.79, Synergy_Bliss=9.34, Synergy_Loewe=-6.07, Synergy_HSA=2.46. (3) Drug 1: C1C(C(OC1N2C=NC(=NC2=O)N)CO)O. Drug 2: CC12CCC3C(C1CCC2OP(=O)(O)O)CCC4=C3C=CC(=C4)OC(=O)N(CCCl)CCCl.[Na+]. Cell line: RXF 393. Synergy scores: CSS=14.3, Synergy_ZIP=-6.06, Synergy_Bliss=-1.29, Synergy_Loewe=-1.20, Synergy_HSA=-1.01. (4) Drug 1: CC1C(C(=O)NC(C(=O)N2CCCC2C(=O)N(CC(=O)N(C(C(=O)O1)C(C)C)C)C)C(C)C)NC(=O)C3=C4C(=C(C=C3)C)OC5=C(C(=O)C(=C(C5=N4)C(=O)NC6C(OC(=O)C(N(C(=O)CN(C(=O)C7CCCN7C(=O)C(NC6=O)C(C)C)C)C)C(C)C)C)N)C. Drug 2: CCN(CC)CCNC(=O)C1=C(NC(=C1C)C=C2C3=C(C=CC(=C3)F)NC2=O)C. Cell line: CAKI-1. Synergy scores: CSS=15.9, Synergy_ZIP=10.8, Synergy_Bliss=10.8, Synergy_Loewe=6.97, Synergy_HSA=6.61. (5) Drug 1: CN(C)N=NC1=C(NC=N1)C(=O)N. Drug 2: CN1C(=O)N2C=NC(=C2N=N1)C(=O)N. Cell line: NCI/ADR-RES. Synergy scores: CSS=-2.51, Synergy_ZIP=2.26, Synergy_Bliss=-1.49, Synergy_Loewe=-7.77, Synergy_HSA=-6.32. (6) Drug 1: CN1C(=O)N2C=NC(=C2N=N1)C(=O)N. Drug 2: CC(C)CN1C=NC2=C1C3=CC=CC=C3N=C2N. Cell line: UACC-257. Synergy scores: CSS=-0.433, Synergy_ZIP=0.924, Synergy_Bliss=-1.66, Synergy_Loewe=-1.08, Synergy_HSA=-3.72. (7) Drug 1: C1C(C(OC1N2C=C(C(=O)NC2=O)F)CO)O. Drug 2: C1=NC2=C(N1)C(=S)N=CN2. Cell line: NCIH23. Synergy scores: CSS=36.5, Synergy_ZIP=-13.1, Synergy_Bliss=-4.23, Synergy_Loewe=-2.40, Synergy_HSA=-0.997.